This data is from Reaction yield outcomes from USPTO patents with 853,638 reactions. The task is: Predict the reaction yield, written as a fraction of the theoretical maximum amount of product (1.0 means a 100% yield; for example, 0.34 means a 34% yield). (1) The reactants are [Cl:1][C:2]1[CH:7]=[CH:6][C:5]([CH2:8][C:9]#[N:10])=[C:4]([F:11])[CH:3]=1.[Br:12][C:13]1[C:14]([F:21])=[C:15]([CH:18]=[CH:19][CH:20]=1)[CH:16]=O.C[O-].[Na+]. The catalyst is CO. The product is [Br:12][C:13]1[C:14]([F:21])=[C:15](/[CH:16]=[C:8](/[C:5]2[CH:6]=[CH:7][C:2]([Cl:1])=[CH:3][C:4]=2[F:11])\[C:9]#[N:10])[CH:18]=[CH:19][CH:20]=1. The yield is 0.790. (2) The reactants are [NH2:1][C:2]1[CH:3]=[CH:4][CH:5]=[C:6]2[C:10]=1[C:9](=[O:11])[N:8]([CH:12]([C:18]1[CH:23]=[CH:22][C:21]([O:24][CH3:25])=[C:20]([O:26][CH2:27][CH3:28])[CH:19]=1)[CH2:13][S:14]([CH3:17])(=[O:16])=[O:15])[CH2:7]2.[CH:29]1([CH:32]=O)[CH2:31][CH2:30]1.C(O)(=O)C.C(O[BH-](OC(=O)C)OC(=O)C)(=O)C.[Na+]. The catalyst is ClCCCl. The product is [CH:29]1([CH2:32][NH:1][C:2]2[CH:3]=[CH:4][CH:5]=[C:6]3[C:10]=2[C:9](=[O:11])[N:8]([C@@H:12]([C:18]2[CH:23]=[CH:22][C:21]([O:24][CH3:25])=[C:20]([O:26][CH2:27][CH3:28])[CH:19]=2)[CH2:13][S:14]([CH3:17])(=[O:15])=[O:16])[CH2:7]3)[CH2:31][CH2:30]1. The yield is 0.790. (3) The reactants are [CH3:1][N:2]1[C:7]2[CH:8]=[C:9]([C:12]([F:15])([F:14])[F:13])[CH:10]=[CH:11][C:6]=2[O:5][CH:4]([C:16]([OH:18])=O)[CH2:3]1.CN(C(ON1N=NC2C=CC=CC1=2)=[N+](C)C)C.F[P-](F)(F)(F)(F)F.CCN(C(C)C)C(C)C.O1CCCCC1[N:58]1[C:66]2[C:61](=[CH:62][C:63]([CH:67]([NH2:69])[CH3:68])=[CH:64][CH:65]=2)[CH:60]=[N:59]1.C([O-])(O)=O.[Na+]. The catalyst is CN(C=O)C. The product is [NH:58]1[C:66]2[C:61](=[CH:62][C:63]([CH:67]([NH:69][C:16]([CH:4]3[CH2:3][N:2]([CH3:1])[C:7]4[CH:8]=[C:9]([C:12]([F:13])([F:14])[F:15])[CH:10]=[CH:11][C:6]=4[O:5]3)=[O:18])[CH3:68])=[CH:64][CH:65]=2)[CH:60]=[N:59]1. The yield is 0.310. (4) The reactants are [Cl:1][C:2]1[CH:7]=[CH:6][C:5]([NH:8][C:9]2[N:14]=[C:13](Cl)[N:12]=[C:11]([Cl:16])[N:10]=2)=[CH:4][CH:3]=1.C(=O)([O-])[O-].[K+].[K+].[NH2:23][C:24]1[CH:29]=[CH:28][CH:27]=[CH:26][CH:25]=1.C(OCC)(=O)C. The catalyst is C1(C)C=CC=CC=1.C1OCCOCCOCCOCCOCCOC1. The product is [Cl:16][C:11]1[N:10]=[C:9]([NH:8][C:5]2[CH:4]=[CH:3][C:2]([Cl:1])=[CH:7][CH:6]=2)[N:14]=[C:13]([NH:23][C:24]2[CH:29]=[CH:28][CH:27]=[CH:26][CH:25]=2)[N:12]=1. The yield is 0.460. (5) The catalyst is CN(C=O)C.O. The product is [C:39]([O:38][C:36]([NH:35][C@@H:24]1[CH2:23][C@H:22]([C:21]2[CH:20]=[CH:19][N:18]=[CH:17][C:16]=2[NH:15][C:57](=[O:58])[C:55]2[CH:54]=[CH:53][C:52]([F:60])=[C:51]([C:45]3[C:44]([F:43])=[CH:49][CH:48]=[CH:47][C:46]=3[F:50])[N:56]=2)[CH2:27][C@H:26]([CH3:28])[C@@H:25]1[N:29]([CH3:34])[C:30](=[O:33])[O:31][CH3:32])=[O:37])([CH3:41])([CH3:40])[CH3:42].[C:39]([O:38][C:36]([NH:35][C@H:24]1[CH2:23][C@@H:22]([C:21]2[CH:20]=[CH:19][N:18]=[CH:17][C:16]=2[NH:15][C:57](=[O:59])[C:55]2[CH:54]=[CH:53][C:52]([F:60])=[C:51]([C:45]3[C:46]([F:50])=[CH:47][CH:48]=[CH:49][C:44]=3[F:43])[N:56]=2)[CH2:27][C@@H:26]([CH3:28])[C@H:25]1[N:29]([CH3:34])[C:30](=[O:33])[O:31][CH3:32])=[O:37])([CH3:42])([CH3:41])[CH3:40]. The reactants are C(Cl)CCl.C1C=NC2N(O)N=NC=2C=1.[NH2:15][C:16]1[CH:17]=[N:18][CH:19]=[CH:20][C:21]=1[C@@H:22]1[CH2:27][C@H:26]([CH3:28])[C@H:25]([N:29]([CH3:34])[C:30](=[O:33])[O:31][CH3:32])[C@H:24]([NH:35][C:36]([O:38][C:39]([CH3:42])([CH3:41])[CH3:40])=[O:37])[CH2:23]1.[F:43][C:44]1[CH:49]=[CH:48][CH:47]=[C:46]([F:50])[C:45]=1[C:51]1[N:56]=[C:55]([C:57]([OH:59])=[O:58])[CH:54]=[CH:53][C:52]=1[F:60]. The yield is 0.150. (6) The reactants are [F:1][C:2]1[CH:7]=[C:6]([N+:8]([O-:10])=[O:9])[CH:5]=[CH:4][C:3]=1[OH:11].[CH2:12](Br)[C:13]1[CH:18]=[CH:17][CH:16]=[CH:15][CH:14]=1.C(=O)([O-])[O-].[K+].[K+]. The catalyst is CN(C=O)C. The product is [CH2:12]([O:11][C:3]1[CH:4]=[CH:5][C:6]([N+:8]([O-:10])=[O:9])=[CH:7][C:2]=1[F:1])[C:13]1[CH:18]=[CH:17][CH:16]=[CH:15][CH:14]=1. The yield is 0.950. (7) The product is [F:35][C:36]1[CH:43]=[CH:42][CH:41]=[CH:40][C:37]=1[CH2:38][NH:1][C:2]1[CH:10]=[C:9]2[C:5]([CH2:6][CH2:7][N:8]2[C:11]([C:13]2[CH2:17][CH:16]([CH2:18][N:19]3[CH2:20][CH2:21][N:22]([C:25]4[CH:30]=[CH:29][CH:28]=[CH:27][C:26]=4[O:31][CH:32]([CH3:34])[CH3:33])[CH2:23][CH2:24]3)[O:15][N:14]=2)=[O:12])=[CH:4][CH:3]=1. The catalyst is CO. The yield is 0.700. The reactants are [NH2:1][C:2]1[CH:10]=[C:9]2[C:5]([CH2:6][CH2:7][N:8]2[C:11]([C:13]2[CH2:17][CH:16]([CH2:18][N:19]3[CH2:24][CH2:23][N:22]([C:25]4[CH:30]=[CH:29][CH:28]=[CH:27][C:26]=4[O:31][CH:32]([CH3:34])[CH3:33])[CH2:21][CH2:20]3)[O:15][N:14]=2)=[O:12])=[CH:4][CH:3]=1.[F:35][C:36]1[CH:43]=[CH:42][CH:41]=[CH:40][C:37]=1[CH:38]=O.[BH4-].[Na+].